Predict which catalyst facilitates the given reaction. From a dataset of Catalyst prediction with 721,799 reactions and 888 catalyst types from USPTO. Reactant: C1(C)C=C(C)C=C(C)C=1C[C:10](O)=[S:11].C(N([CH:20]([CH3:22])[CH3:21])CC)(C)C.N[N:24]([CH:32]=[NH:33])[C:25](=[O:31])[O:26][C:27]([CH3:30])([CH3:29])[CH3:28].[OH2:34].ON1C2[CH:41]=[CH:42][CH:43]=[CH:44][C:39]=2N=N1.F[P-](F)(F)(F)(F)F.N1(OC(N(C)C)=[N+](C)C)C2C=CC=[CH:60][C:55]=2N=N1.C[N:70](C)C=O. Product: [NH:70]=[C:32]([NH:24][C:25](=[O:31])[O:26][C:27]([CH3:30])([CH3:29])[CH3:28])[NH:33][C:55](=[O:34])[CH2:60][S:11][C:10]1[C:44]([CH3:39])=[CH:43][C:42]([CH3:41])=[CH:22][C:20]=1[CH3:21]. The catalyst class is: 13.